Dataset: Forward reaction prediction with 1.9M reactions from USPTO patents (1976-2016). Task: Predict the product of the given reaction. (1) Given the reactants [Cl:1][C:2]1[CH:3]=[C:4]([C:8]2[N:13]=[C:12]([C:14]([OH:16])=O)[CH:11]=[CH:10][C:9]=2[CH:17]2[CH2:21][CH2:20][CH2:19][O:18]2)[CH:5]=[CH:6][CH:7]=1.[CH3:22][C:23]([CH3:31])([C:25]1[N:29]=[C:28]([CH3:30])[O:27][N:26]=1)[NH2:24], predict the reaction product. The product is: [CH3:22][C:23]([NH:24][C:14]([C:12]1[CH:11]=[CH:10][C:9]([CH:17]2[CH2:21][CH2:20][CH2:19][O:18]2)=[C:8]([C:4]2[CH:5]=[CH:6][CH:7]=[C:2]([Cl:1])[CH:3]=2)[N:13]=1)=[O:16])([C:25]1[N:29]=[C:28]([CH3:30])[O:27][N:26]=1)[CH3:31]. (2) Given the reactants C[O:2][C:3](=[O:22])[CH:4]([O:11][C:12]([NH:14][C:15]1[CH:20]=[CH:19][C:18]([Cl:21])=[CH:17][CH:16]=1)=[O:13])[C:5]1[CH:10]=[CH:9][CH:8]=[CH:7][CH:6]=1.[OH-].[Na+], predict the reaction product. The product is: [Cl:21][C:18]1[CH:19]=[CH:20][C:15]([NH:14][C:12]([O:11][CH:4]([C:5]2[CH:6]=[CH:7][CH:8]=[CH:9][CH:10]=2)[C:3]([OH:22])=[O:2])=[O:13])=[CH:16][CH:17]=1.